Predict the reactants needed to synthesize the given product. From a dataset of Full USPTO retrosynthesis dataset with 1.9M reactions from patents (1976-2016). (1) Given the product [CH2:1]1[CH2:2][CH2:3][C:4]([CH2:11][NH2:12])([CH2:7][C:8]([OH:10])=[O:9])[CH2:5][CH2:6]1.[BrH:24], predict the reactants needed to synthesize it. The reactants are: [CH2:1]1[CH2:6][CH2:5][C:4]([CH2:11][NH2:12])([CH2:7][C:8]([OH:10])=[O:9])[CH2:3][CH2:2]1.C1CCC2(CNC(=O)C2)CC1.[BrH:24]. (2) Given the product [Cl:22][C:23]1[CH:31]=[CH:30][CH:29]=[C:28]2[C:24]=1[CH2:25][CH2:26][CH:27]2[N:13]1[C:14](=[O:19])[C:15]([C:17]#[N:18])=[CH:16][N:11]([C:9]2[CH:8]=[CH:7][C:6]3[N:2]([CH3:1])[C:3](=[O:21])[S:4][C:5]=3[CH:10]=2)[C:12]1=[O:20], predict the reactants needed to synthesize it. The reactants are: [CH3:1][N:2]1[C:6]2[CH:7]=[CH:8][C:9]([N:11]3[CH:16]=[C:15]([C:17]#[N:18])[C:14](=[O:19])[NH:13][C:12]3=[O:20])=[CH:10][C:5]=2[S:4][C:3]1=[O:21].[Cl:22][C:23]1[CH:31]=[CH:30][CH:29]=[C:28]2[C:24]=1[CH2:25][CH2:26][CH:27]2O.C1(P(C2C=CC=CC=2)C2C=CC=CC=2)C=CC=CC=1.N(C(OC(C)C)=O)=NC(OC(C)C)=O.Cl.